From a dataset of Full USPTO retrosynthesis dataset with 1.9M reactions from patents (1976-2016). Predict the reactants needed to synthesize the given product. (1) Given the product [CH2:1]([O:8][C:9]1[CH:18]=[C:12]2[C:13](=[O:17])[N:14]([C:22]3[CH:23]=[CH:24][CH:25]=[C:20]([Br:19])[N:21]=3)[CH2:15][CH2:16][N:11]2[N:10]=1)[C:2]1[CH:3]=[CH:4][CH:5]=[CH:6][CH:7]=1, predict the reactants needed to synthesize it. The reactants are: [CH2:1]([O:8][C:9]1[CH:18]=[C:12]2[C:13](=[O:17])[NH:14][CH2:15][CH2:16][N:11]2[N:10]=1)[C:2]1[CH:7]=[CH:6][CH:5]=[CH:4][CH:3]=1.[Br:19][C:20]1[CH:25]=[CH:24][CH:23]=[C:22](Br)[N:21]=1.CN(C)CCN.C([O-])([O-])=O.[K+].[K+]. (2) Given the product [CH3:1][O:2][C:3]1[CH:8]=[CH:7][CH:6]=[CH:5][C:4]=1[C:9]1[NH:10][C:11]2[C:16]([CH:17]=1)=[CH:15][C:14]([C:33]1[CH2:34][CH2:35][N:36]([C:40]([O:42][C:43]([CH3:46])([CH3:45])[CH3:44])=[O:41])[CH2:37][CH2:38][CH:39]=1)=[CH:13][CH:12]=2, predict the reactants needed to synthesize it. The reactants are: [CH3:1][O:2][C:3]1[CH:8]=[CH:7][CH:6]=[CH:5][C:4]=1[C:9]1[NH:10][C:11]2[C:16]([CH:17]=1)=[CH:15][C:14](B1OC(C)(C)C(C)(C)O1)=[CH:13][CH:12]=2.FC(F)(F)S(O[C:33]1[CH2:34][CH2:35][N:36]([C:40]([O:42][C:43]([CH3:46])([CH3:45])[CH3:44])=[O:41])[CH2:37][CH2:38][CH:39]=1)(=O)=O.C(=O)([O-])[O-].[Cs+].[Cs+]. (3) Given the product [CH2:44]([O:51][C:52]1[CH:53]=[C:54]([CH:55]=[CH:56][CH:57]=1)[CH2:58][N:1]1[C:9]2[C:4](=[CH:5][CH:6]=[CH:7][CH:8]=2)[C:3]2([CH2:13][O:12][C:11]3[CH:14]=[C:15]4[C:19](=[CH:20][C:10]2=3)[CH2:18][CH2:17][O:16]4)[C:2]1=[O:21])[C:45]1[CH:46]=[CH:47][CH:48]=[CH:49][CH:50]=1, predict the reactants needed to synthesize it. The reactants are: [NH:1]1[C:9]2[C:4](=[CH:5][CH:6]=[CH:7][CH:8]=2)[C:3]2([CH2:13][O:12][C:11]3[CH:14]=[C:15]4[C:19](=[CH:20][C:10]2=3)[CH2:18][CH2:17][O:16]4)[C:2]1=[O:21].CC1C2C=C3C4(C5C(=CC=CC=5)NC4=O)COC3=CC=2ON=1.[CH2:44]([O:51][C:52]1[CH:57]=[CH:56][CH:55]=[C:54]([CH2:58]Br)[CH:53]=1)[C:45]1[CH:50]=[CH:49][CH:48]=[CH:47][CH:46]=1.BrCC1OC(C(F)(F)F)=CC=1. (4) Given the product [F:1][C:2]([F:6])([F:5])[CH2:3][NH:4][C:14](=[O:15])[O:16][C:17]1[CH:18]=[CH:19][C:20]([N+:23]([O-:25])=[O:24])=[CH:21][CH:22]=1, predict the reactants needed to synthesize it. The reactants are: [F:1][C:2]([F:6])([F:5])[CH2:3][NH2:4].N1C=CC=CC=1.Cl[C:14]([O:16][C:17]1[CH:22]=[CH:21][C:20]([N+:23]([O-:25])=[O:24])=[CH:19][CH:18]=1)=[O:15]. (5) Given the product [CH2:19]([O:18][C:16](=[O:17])[CH2:15][N:5]1[C:6]2[C:11](=[CH:10][CH:9]=[CH:8][CH:7]=2)[C:3]([CH:1]=[O:2])=[CH:4]1)[CH3:20], predict the reactants needed to synthesize it. The reactants are: [CH:1]([C:3]1[C:11]2[C:6](=[CH:7][CH:8]=[CH:9][CH:10]=2)[NH:5][CH:4]=1)=[O:2].[H-].[Na+].Br[CH2:15][C:16]([O:18][CH2:19][CH3:20])=[O:17].